This data is from Full USPTO retrosynthesis dataset with 1.9M reactions from patents (1976-2016). The task is: Predict the reactants needed to synthesize the given product. (1) Given the product [C:1]([N:4]1[C:13]2[C:8](=[CH:9][C:10]([Br:17])=[C:11]([NH2:14])[CH:12]=2)[N:7]([C:18]([O:20][CH:21]([CH3:23])[CH3:22])=[O:19])[CH2:6][C@@H:5]1[CH3:24])(=[O:3])[CH3:2], predict the reactants needed to synthesize it. The reactants are: [C:1]([N:4]1[C:13]2[C:8](=[CH:9][C:10]([Br:17])=[C:11]([N+:14]([O-])=O)[CH:12]=2)[N:7]([C:18]([O:20][CH:21]([CH3:23])[CH3:22])=[O:19])[CH2:6][C@@H:5]1[CH3:24])(=[O:3])[CH3:2].C(N1C2C(=CC(C3C=NN(C4CC4)C=3)=C(N)C=2)N(C(OC(C)C)=O)C[C@@H]1C)(=O)C. (2) Given the product [N+:17]([C:20]1[CH:28]=[CH:27][C:26]([N:29]2[CH2:34][CH2:33][CH2:32][CH2:31][CH2:30]2)=[CH:25][C:21]=1[C:22]([NH:14][C:12]1[N:11]=[CH:10][N:9]([C:5]2[CH:6]=[CH:7][CH:8]=[C:3]([C:2]([F:1])([F:15])[F:16])[CH:4]=2)[CH:13]=1)=[O:23])([O-:19])=[O:18], predict the reactants needed to synthesize it. The reactants are: [F:1][C:2]([F:16])([F:15])[C:3]1[CH:4]=[C:5]([N:9]2[CH:13]=[C:12]([NH2:14])[N:11]=[CH:10]2)[CH:6]=[CH:7][CH:8]=1.[N+:17]([C:20]1[CH:28]=[CH:27][C:26]([N:29]2[CH2:34][CH2:33][CH2:32][CH2:31][CH2:30]2)=[CH:25][C:21]=1[C:22](O)=[O:23])([O-:19])=[O:18].CCN=C=NCCCN(C)C.Cl. (3) The reactants are: [Cl:1][CH2:2][C:3]1[CH:11]=[CH:10][C:6]([C:7](Cl)=[O:8])=[CH:5][CH:4]=1.[NH2:12][C:13]1[C:14]2[CH:20]=[C:19]([C:21]([O:23][C:24]([CH3:27])([CH3:26])[CH3:25])=[O:22])[S:18][C:15]=2[NH:16][N:17]=1.N1C(C)=CC(C)=C[C:29]=1[CH3:36].[C:37](=O)([OH:39])[O-:38].[Na+]. Given the product [Cl:1][CH2:2][C:3]1[CH:11]=[CH:10][C:6]([C:7]([NH:12][C:13]2[C:14]3[CH:20]=[C:19]([C:21]([O:23][C:24]([CH3:27])([CH3:26])[CH3:25])=[O:22])[S:18][C:15]=3[N:16]([C:37]([O:39][CH2:29][CH3:36])=[O:38])[N:17]=2)=[O:8])=[CH:5][CH:4]=1, predict the reactants needed to synthesize it.